From a dataset of Full USPTO retrosynthesis dataset with 1.9M reactions from patents (1976-2016). Predict the reactants needed to synthesize the given product. Given the product [Br:1][C:2]1[CH:7]=[CH:6][C:5]([S:8]([NH:18][CH:12]2[CH2:17][CH2:16][CH2:15][CH2:14][CH2:13]2)(=[O:10])=[O:9])=[CH:4][CH:3]=1, predict the reactants needed to synthesize it. The reactants are: [Br:1][C:2]1[CH:7]=[CH:6][C:5]([S:8](Cl)(=[O:10])=[O:9])=[CH:4][CH:3]=1.[CH:12]1([NH2:18])[CH2:17][CH2:16][CH2:15][CH2:14][CH2:13]1.CCN(C(C)C)C(C)C.Cl.